Dataset: Catalyst prediction with 721,799 reactions and 888 catalyst types from USPTO. Task: Predict which catalyst facilitates the given reaction. (1) Reactant: Cl[C:2]([O:4][CH2:5][CH3:6])=[O:3].ON1C(=O)CCC1=O.C(N(CC)C(C)C)(C)C.[NH2:24][C:25]([CH3:29])([CH3:28])[CH2:26][OH:27]. Product: [OH:27][CH2:26][C:25]([NH:24][C:2](=[O:3])[O:4][CH2:5][CH3:6])([CH3:29])[CH3:28]. The catalyst class is: 2. (2) Reactant: C([O:8][C:9]1[C:10]2[N:11]([C:20]([CH3:24])=[C:21]([CH3:23])[N:22]=2)[CH:12]=[C:13]([C:15]([O:17][CH2:18][CH3:19])=[O:16])[CH:14]=1)C1C=CC=CC=1. Product: [CH2:18]([O:17][C:15]([CH:13]1[CH2:12][N:11]2[C:20]([CH3:24])=[C:21]([CH3:23])[N:22]=[C:10]2[CH:9]([OH:8])[CH2:14]1)=[O:16])[CH3:19]. The catalyst class is: 29. (3) Reactant: [Cl:1][C:2]1[CH:7]=[C:6]2[NH:8][C:9](=[O:30])[C:10]3([CH:15]([C:16]4[CH:21]=[CH:20][C:19]([Cl:22])=[CH:18][CH:17]=4)[CH2:14][CH2:13][NH:12][CH:11]3[C:23]3[CH:28]=[CH:27][CH:26]=[C:25]([F:29])[CH:24]=3)[C:5]2=[CH:4][CH:3]=1.[N:31]([C:34]([CH3:37])([CH3:36])[CH3:35])=[C:32]=[O:33]. Product: [C:34]([NH:31][C:32]([N:12]1[CH2:13][CH2:14][CH:15]([C:16]2[CH:17]=[CH:18][C:19]([Cl:22])=[CH:20][CH:21]=2)[C:10]2([C:5]3[C:6](=[CH:7][C:2]([Cl:1])=[CH:3][CH:4]=3)[NH:8][C:9]2=[O:30])[CH:11]1[C:23]1[CH:28]=[CH:27][CH:26]=[C:25]([F:29])[CH:24]=1)=[O:33])([CH3:37])([CH3:36])[CH3:35]. The catalyst class is: 4.